Dataset: Forward reaction prediction with 1.9M reactions from USPTO patents (1976-2016). Task: Predict the product of the given reaction. Given the reactants C[O:2][C:3](=[O:17])[C:4]1[CH:9]=[CH:8][C:7]([O:10][C:11]([F:14])([F:13])[F:12])=[CH:6][C:5]=1[O:15][CH3:16].[OH-].[Li+].Cl, predict the reaction product. The product is: [CH3:16][O:15][C:5]1[CH:6]=[C:7]([O:10][C:11]([F:12])([F:13])[F:14])[CH:8]=[CH:9][C:4]=1[C:3]([OH:17])=[O:2].